Dataset: Full USPTO retrosynthesis dataset with 1.9M reactions from patents (1976-2016). Task: Predict the reactants needed to synthesize the given product. (1) Given the product [CH2:16]([O:15][C:10]1[CH:11]=[C:12]2[C:7](=[CH:8][CH:9]=1)[CH:6]=[C:5]([C:3]([OH:2])([CH2:23][CH3:24])[CH2:27][CH3:28])[CH:14]=[CH:13]2)[C:17]1[CH:18]=[CH:19][CH:20]=[CH:21][CH:22]=1, predict the reactants needed to synthesize it. The reactants are: C[O:2][C:3]([C:5]1[CH:14]=[CH:13][C:12]2[C:7](=[CH:8][CH:9]=[C:10]([O:15][CH2:16][C:17]3[CH:22]=[CH:21][CH:20]=[CH:19][CH:18]=3)[CH:11]=2)[CH:6]=1)=O.[CH2:23]([Mg]Br)[CH3:24].[CH2:27]1COC[CH2:28]1. (2) The reactants are: [OH:1][C@H:2]([CH2:35][OH:36])[CH2:3][NH:4][C:5]([C:7]1[NH:8][C:9]([C:12]2[CH:17]=[C:16]([O:18][Si:19]([CH:26]([CH3:28])[CH3:27])([CH:23]([CH3:25])[CH3:24])[CH:20]([CH3:22])[CH3:21])[CH:15]=[C:14]([O:29][C@@H:30]([CH3:34])[CH2:31][O:32][CH3:33])[CH:13]=2)=[CH:10][CH:11]=1)=[O:6].[CH:37]([Si:40](Cl)([CH:44]([CH3:46])[CH3:45])[CH:41]([CH3:43])[CH3:42])([CH3:39])[CH3:38].C(N(CC)CC)C.O. Given the product [OH:1][C@H:2]([CH2:35][O:36][Si:40]([CH:44]([CH3:46])[CH3:45])([CH:41]([CH3:43])[CH3:42])[CH:37]([CH3:39])[CH3:38])[CH2:3][NH:4][C:5]([C:7]1[NH:8][C:9]([C:12]2[CH:17]=[C:16]([O:18][Si:19]([CH:23]([CH3:24])[CH3:25])([CH:26]([CH3:27])[CH3:28])[CH:20]([CH3:21])[CH3:22])[CH:15]=[C:14]([O:29][C@@H:30]([CH3:34])[CH2:31][O:32][CH3:33])[CH:13]=2)=[CH:10][CH:11]=1)=[O:6], predict the reactants needed to synthesize it.